From a dataset of Drug-target binding data from BindingDB using IC50 measurements. Regression. Given a target protein amino acid sequence and a drug SMILES string, predict the binding affinity score between them. We predict pIC50 (pIC50 = -log10(IC50 in M); higher means more potent). Dataset: bindingdb_ic50. (1) The small molecule is CC(OC(=O)Nc1conc1-c1ccc(CSCCC(=O)O)cc1)C1=C(Cl)CCCC1. The target protein (P61794) has sequence MAAASTSSPVISQPQFTAMNEQQCFYNESIAFFYNRSGKYLATEWNTVSKLVMGLGITVCVFIMLANLLVMVAIYVNRRFHFPIYYLMANLAAADFFAGLAYFYLMFNTGPNTRRLTVSTWLLRQGLIDTSLTASVANLLAIAIERHITVFRMQLHTRMSNRRVVVVIVVIWTMAIVMGAIPSVGWNCICDIDHCSNMAPLYSDSYLVFWAIFNLVTFVVMVVLYAHIFGYVRQRTMRMSRHSSGPRRNRDTMMSLLKTVVIVLGAFIVCWTPGLVLLLLDVCCPQCDVLAYEKFFLLLAEFNSAMNPIIYSYRDKEMSATFRQILCCQRNENPNGPTEGSDRSASSLNHTILAGVHSNDHSVV. The pIC50 is 7.2. (2) The small molecule is S=c1[nH]ccn1Cc1c(Cl)cc(Cl)cc1Cl. The target protein (P09172) has sequence MPALSRWASLPGPSMREAAFMYSTAVAIFLVILVAALQGSAPRESPLPYHIPLDPEGSLELSWNVSYTQEAIHFQLLVRRLKAGVLFGMSDRGELENADLVVLWTDGDTAYFADAWSDQKGQIHLDPQQDYQLLQVQRTPEGLTLLFKRPFGTCDPKDYLIEDGTVHLVYGILEEPFRSLEAINGSGLQMGLQRVQLLKPNIPEPELPSDACTMEVQAPNIQIPSQETTYWCYIKELPKGFSRHHIIKYEPIVTKGNEALVHHMEVFQCAPEMDSVPHFSGPCDSKMKPDRLNYCRHVLAAWALGAKAFYYPEEAGLAFGGPGSSRYLRLEVHYHNPLVIEGRNDSSGIRLYYTAKLRRFNAGIMELGLVYTPVMAIPPRETAFILTGYCTDKCTQLALPPSGIHIFASQLHTHLTGRKVVTVLVRDGREWEIVNQDNHYSPHFQEIRMLKKVVSVHPGDVLITSCTYNTEDRELATVGGFGILEEMCVNYVHYYPQTQL.... The pIC50 is 4.0. (3) The pIC50 is 4.8. The drug is Cc1ccc2cccc(C)c2c1. The target protein (P20852) has sequence MLTSGLLLVAAVAFLSVLVLMSVWKQRKLSGKLPPGPTPLPFIGNFLQLNTEQMYNSLMKISQRYGPVFTIYLGPRRIVVLCGQEAVKEALVDQAEEFSGRGEQATFDWLFKGYGVVFSSGERAKQLRRFSIATLRDFGVGKRGIEERIQEEAGFLIDSFRKTNGAFIDPTFYLSRTVSNVISSIVFGDRFDYEDKEFLSLLRMMLGSFQFTATSMGQLYEMFSSVMKHLPGPQQQAFKELQGLEDFITKKVEHNQRTLDPNSPRDFIDSFLIRMLEEKKNPNTEFYMKNLVLTTLNLFFAGTETVSTTLRYGFLLLMKHPDIEAKVHEEIDRVIGRNRQPKYEDRMKMPYTEAVIHEIQRFADMIPMGLARRVTKDTKFRDFLLPKGTEVFPMLGSVLKDPKFFSNPKDFNPKHFLDDKGQFKKNDAFVPFSIGKRYCFGEGLARMELFLFLTNIMQNFHFKSTQAPQDIDVSPRLVGFATIPPTYTMSFLSR.